From a dataset of Forward reaction prediction with 1.9M reactions from USPTO patents (1976-2016). Predict the product of the given reaction. (1) Given the reactants Cl[CH2:2][CH2:3][O:4][C:5]([NH:7][C:8]1[CH:13]=[CH:12][C:11]([CH:14]([CH3:18])[C:15]([OH:17])=[O:16])=[CH:10][CH:9]=1)=[O:6].N12CCCN=C1CCCCC2.O.Cl, predict the reaction product. The product is: [O:6]=[C:5]1[N:7]([C:8]2[CH:13]=[CH:12][C:11]([CH:14]([CH3:18])[C:15]([OH:17])=[O:16])=[CH:10][CH:9]=2)[CH2:2][CH2:3][O:4]1. (2) Given the reactants [Br:1][C:2]1[CH:7]=[CH:6][CH:5]=[CH:4][C:3]=1[CH:8]([CH3:11])[C:9]#[N:10].[CH2:12](N)[CH2:13][NH2:14], predict the reaction product. The product is: [Br:1][C:2]1[CH:7]=[CH:6][CH:5]=[CH:4][C:3]=1[CH:8]([C:9]1[NH:14][CH2:13][CH2:12][N:10]=1)[CH3:11].